This data is from Catalyst prediction with 721,799 reactions and 888 catalyst types from USPTO. The task is: Predict which catalyst facilitates the given reaction. Reactant: C(O[BH-](OC(=O)C)OC(=O)C)(=O)C.[Na+].[NH2:15][C@H:16]([C:20]([CH3:23])([CH3:22])[CH3:21])[C:17]([OH:19])=[O:18].[CH:24]([C:26]1[CH:31]=[CH:30][N:29]=[C:28]2[N:32]([C:39]([O:41][C:42]([CH3:45])([CH3:44])[CH3:43])=[O:40])[CH:33]=[C:34]([C:35]([O:37][CH3:38])=[O:36])[C:27]=12)=O. Product: [C:42]([O:41][C:39]([N:32]1[C:28]2=[N:29][CH:30]=[CH:31][C:26]([CH2:24][NH:15][C@H:16]([C:20]([CH3:23])([CH3:22])[CH3:21])[C:17]([OH:19])=[O:18])=[C:27]2[C:34]([C:35]([O:37][CH3:38])=[O:36])=[CH:33]1)=[O:40])([CH3:45])([CH3:44])[CH3:43]. The catalyst class is: 2.